From a dataset of Full USPTO retrosynthesis dataset with 1.9M reactions from patents (1976-2016). Predict the reactants needed to synthesize the given product. (1) Given the product [F:27][CH:2]([F:1])[O:3][C:4]1[CH:26]=[CH:25][C:7]2[NH:8][C:9]([NH:43][C:42]3[CH:38]=[N:39][N:40]([CH:44]4[CH2:49][CH2:48][CH2:47][CH2:46][O:45]4)[CH:41]=3)=[N:10][C:6]=2[CH:5]=1, predict the reactants needed to synthesize it. The reactants are: [F:1][CH:2]([F:27])[O:3][C:4]1[CH:26]=[CH:25][C:7]2[NH:8][C:9](C3C([N+]([O-])=O)=CN(C4CCCCO4)N=3)=[N:10][C:6]=2[CH:5]=1.FC(F)OC1C=CC2NC([C:38]3[C:42]([NH2:43])=[CH:41][N:40]([CH:44]4[CH2:49][CH2:48][CH2:47][CH2:46][O:45]4)[N:39]=3)=NC=2C=1. (2) Given the product [Cl:1][C:2]1[CH:3]=[C:4]2[NH:11][C:10]([O:20][C@H:21]3[CH2:30][O:29][C@H:28]([CH2:27][OH:26])[C@@H:23]([OH:24])[CH2:22]3)=[N:9][C:5]2=[N:6][C:7]=1[I:8], predict the reactants needed to synthesize it. The reactants are: [Cl:1][C:2]1[CH:3]=[C:4]2[N:11](COCC[Si](C)(C)C)[C:10]([O:20][C@H:21]3[CH2:30][O:29][C@H:28]4[C@@H:23]([O:24]C(C5C=CC=CC=5)[O:26][CH2:27]4)[CH2:22]3)=[N:9][C:5]2=[N:6][C:7]=1[I:8].C(O)=O.S([O-])(O)(=O)=O.[K+].[OH-].[Na+]. (3) Given the product [CH3:57][C:53]1[N:52]=[C:51]([NH:1][C:2]2[S:3][CH:4]=[CH:5][C:6]=2[C:7]([NH2:9])=[O:8])[CH:56]=[CH:55][CH:54]=1, predict the reactants needed to synthesize it. The reactants are: [NH2:1][C:2]1[S:3][CH:4]=[CH:5][C:6]=1[C:7]([NH2:9])=[O:8].C(=O)([O-])[O-].[K+].[K+].C1(P(C2CCCCC2)C2C=CC=CC=2C2C(C(C)C)=CC(C(C)C)=CC=2C(C)C)CCCCC1.Br[C:51]1[CH:56]=[CH:55][CH:54]=[C:53]([CH3:57])[N:52]=1. (4) Given the product [NH2:25][C:8]1[N:7]=[C:6]([O:5][CH2:1][CH2:2][CH2:3][CH3:4])[N:14]=[C:13]2[C:9]=1[NH:10][C:11](=[O:23])[N:12]2[CH2:15][CH2:16][CH:17]1[CH2:22][CH2:21][CH2:20][N:19]([CH:27]2[CH2:32][CH2:31][CH2:30][CH2:29][CH2:28]2)[CH2:18]1, predict the reactants needed to synthesize it. The reactants are: [CH2:1]([O:5][C:6]1[N:14]=[C:13]2[C:9]([N:10]=[C:11]([O:23]C)[N:12]2[CH2:15][CH2:16][CH:17]2[CH2:22][CH2:21][CH2:20][NH:19][CH2:18]2)=[C:8]([NH2:25])[N:7]=1)[CH2:2][CH2:3][CH3:4].I[CH:27]1[CH2:32][CH2:31][CH2:30][CH2:29][CH2:28]1. (5) Given the product [CH3:1][C:2]1([CH3:13])[C:10]2[C:5](=[C:6]([NH2:11])[CH:7]=[CH:8][CH:9]=2)[CH:4]([CH3:12])[CH2:3]1, predict the reactants needed to synthesize it. The reactants are: [CH3:1][C:2]1([CH3:13])[C:10]2[C:5](=[C:6]([NH2:11])[CH:7]=[CH:8][CH:9]=2)[C@H:4]([CH3:12])[CH2:3]1.[H][H]. (6) Given the product [NH:1]1[C:9]2[CH2:8][CH2:7][C@H:6]([C:10]([OH:12])=[O:11])[CH2:5][C:4]=2[CH:3]=[N:2]1, predict the reactants needed to synthesize it. The reactants are: [NH:1]1[C:9]2[CH2:8][CH2:7][C@H:6]([C:10]([O:12]C)=[O:11])[CH2:5][C:4]=2[CH:3]=[N:2]1.O.O.[OH-].[Li+]. (7) Given the product [C:1]([O:5][C:6]([N:8]1[C:21]2[CH:20]=[CH:19][CH:18]=[C:17]([B:30]3[O:34][C:33]([CH3:36])([CH3:35])[C:32]([CH3:38])([CH3:37])[O:31]3)[C:16]=2[S:15][C:14]2[C:9]1=[CH:10][CH:11]=[CH:12][CH:13]=2)=[O:7])([CH3:4])([CH3:3])[CH3:2], predict the reactants needed to synthesize it. The reactants are: [C:1]([O:5][C:6]([N:8]1[C:21]2[CH:20]=[CH:19][CH:18]=[C:17](OS(C(F)(F)F)(=O)=O)[C:16]=2[S:15][C:14]2[C:9]1=[CH:10][CH:11]=[CH:12][CH:13]=2)=[O:7])([CH3:4])([CH3:3])[CH3:2].[B:30]1([B:30]2[O:34][C:33]([CH3:36])([CH3:35])[C:32]([CH3:38])([CH3:37])[O:31]2)[O:34][C:33]([CH3:36])([CH3:35])[C:32]([CH3:38])([CH3:37])[O:31]1.C([O-])(=O)C.[K+].N#N.